From a dataset of Reaction yield outcomes from USPTO patents with 853,638 reactions. Predict the reaction yield, written as a fraction of the theoretical maximum amount of product (1.0 means a 100% yield; for example, 0.34 means a 34% yield). (1) The reactants are [CH3:1][C:2]([CH3:19])([CH2:7]OS(C1C=CC(C)=CC=1)(=O)=O)[C:3]([O:5][CH3:6])=[O:4].C[C:21]1[CH:22]=[C:23]([OH:28])[CH:24]=[C:25]([CH3:27])[CH:26]=1.[C:29](=O)([O-])[O-].[K+].[K+].CC(N(C)C)=O. The catalyst is O. The product is [CH3:27][C:25]1[CH:24]=[C:23]([O:28][CH2:1][C:2]([CH3:19])([CH3:7])[C:3]([O:5][CH3:6])=[O:4])[CH:22]=[CH:21][C:26]=1[CH3:29]. The yield is 0.520. (2) The yield is 0.830. The reactants are [C:1](Cl)(=[O:7])[CH2:2][CH2:3][CH2:4][CH2:5][CH3:6].[CH2:9]([O:11][C@@H:12]([CH2:17][C:18]1[CH:23]=[CH:22][C:21]([C:24]2[CH:28]=[C:27]([CH2:29][NH:30][CH3:31])[S:26][CH:25]=2)=[CH:20][CH:19]=1)[C:13]([O:15][CH3:16])=[O:14])[CH3:10].C(N(CC)CC)C. The catalyst is O1CCCC1. The product is [CH2:9]([O:11][C@@H:12]([CH2:17][C:18]1[CH:23]=[CH:22][C:21]([C:24]2[CH:28]=[C:27]([CH2:29][N:30]([C:1](=[O:7])[CH2:2][CH2:3][CH2:4][CH2:5][CH3:6])[CH3:31])[S:26][CH:25]=2)=[CH:20][CH:19]=1)[C:13]([O:15][CH3:16])=[O:14])[CH3:10]. (3) The yield is 0.830. The product is [Br:1][C:2]1[CH:3]=[C:4]2[C:9]([NH:15][C@@H:16]([CH2:19][CH:20]([CH3:22])[CH3:21])[CH2:17][OH:18])=[C:8]([C:11]([NH2:13])=[O:12])[CH:7]=[N:6][N:5]2[CH:14]=1. The reactants are [Br:1][C:2]1[CH:3]=[C:4]2[C:9](Cl)=[C:8]([C:11]([NH2:13])=[O:12])[CH:7]=[N:6][N:5]2[CH:14]=1.[NH2:15][C@@H:16]([CH2:19][CH:20]([CH3:22])[CH3:21])[CH2:17][OH:18].C(N(C(C)C)CC)(C)C. The catalyst is CC(N(C)C)=O. (4) The reactants are [N+:1]([C:4]1[CH:5]=[N:6][NH:7][C:8]=1[C:9]([NH2:11])=O)([O-:3])=[O:2].C(Cl)(Cl)=O.O.Cl. The catalyst is ClCCl.N1C=CC=CC=1.C1(C)C=CC=CC=1.[Cl-].[Na+].O. The product is [N+:1]([C:4]1[CH:5]=[N:6][NH:7][C:8]=1[C:9]#[N:11])([O-:3])=[O:2]. The yield is 0.920. (5) The reactants are [C:1]([O:9][CH2:10][CH3:11])(=[O:8])[CH2:2][C:3]([O:5][CH2:6][CH3:7])=[O:4].[H-].[Na+].F[C:15]1[CH:16]=[C:17]([O:30][CH2:31][C:32]([F:35])([F:34])[F:33])[C:18]([N+:27]([O-:29])=[O:28])=[C:19]([O:21][CH2:22][C:23]([F:26])([F:25])[F:24])[CH:20]=1.O. The catalyst is CN(C=O)C. The product is [CH2:10]([O:9][C:1](=[O:8])[CH:2]([C:15]1[CH:16]=[C:17]([O:30][CH2:31][C:32]([F:34])([F:35])[F:33])[C:18]([N+:27]([O-:29])=[O:28])=[C:19]([O:21][CH2:22][C:23]([F:24])([F:26])[F:25])[CH:20]=1)[C:3]([O:5][CH2:6][CH3:7])=[O:4])[CH3:11]. The yield is 0.800.